Dataset: Forward reaction prediction with 1.9M reactions from USPTO patents (1976-2016). Task: Predict the product of the given reaction. (1) Given the reactants [Cl:1][C:2]1[CH:3]=[C:4]([NH:9][C:10]2[C:11]3[CH2:18][C:17](=[O:19])[N:16]([CH3:20])[C:12]=3[N:13]=[CH:14][N:15]=2)[CH:5]=[CH:6][C:7]=1[F:8].[N:21]1([CH2:27][CH2:28][NH:29][C:30]([C:32]2[NH:33][C:34]([CH:38]=O)=[C:35]([CH3:37])[CH:36]=2)=[O:31])[CH2:26][CH2:25][O:24][CH2:23][CH2:22]1, predict the reaction product. The product is: [N:21]1([CH2:27][CH2:28][NH:29][C:30]([C:32]2[NH:33][C:34]([CH:38]=[C:18]3[C:11]4[C:10]([NH:9][C:4]5[CH:5]=[CH:6][C:7]([F:8])=[C:2]([Cl:1])[CH:3]=5)=[N:15][CH:14]=[N:13][C:12]=4[N:16]([CH3:20])[C:17]3=[O:19])=[C:35]([CH3:37])[CH:36]=2)=[O:31])[CH2:22][CH2:23][O:24][CH2:25][CH2:26]1. (2) Given the reactants [CH3:1][C:2]1([CH3:21])[CH2:6][O:5][C:4](=[O:7])[N:3]1[C:8]1[S:9][CH:10]=[C:11]([C:13]2[CH:20]=[CH:19][C:16]([C:17]#[N:18])=[CH:15][CH:14]=2)[N:12]=1.[NH2:22][OH:23].CS(C)=O, predict the reaction product. The product is: [CH3:1][C:2]1([CH3:21])[CH2:6][O:5][C:4](=[O:7])[N:3]1[C:8]1[S:9][CH:10]=[C:11]([C:13]2[CH:20]=[CH:19][C:16]([C:17](=[N:22][OH:23])[NH2:18])=[CH:15][CH:14]=2)[N:12]=1. (3) Given the reactants [NH2:1][C:2]1[S:6][C:5]([NH:7][C:8]2[CH:17]=[CH:16][C:15]3[C:10](=[CH:11][CH:12]=[CH:13][CH:14]=3)[CH:9]=2)=[N:4][C:3]=1[C:18]([NH2:20])=[O:19].[Cl:21][CH2:22][C:23]1[CH:31]=[CH:30][C:26]([C:27](Cl)=[O:28])=[CH:25][CH:24]=1.[N:32]1[CH:37]=[CH:36][CH:35]=[CH:34][CH:33]=1, predict the reaction product. The product is: [Cl-:21].[C:18]([C:3]1[N:4]=[C:5]([NH:7][C:8]2[CH:17]=[CH:16][C:15]3[C:10](=[CH:11][CH:12]=[CH:13][CH:14]=3)[CH:9]=2)[S:6][C:2]=1[NH:1][C:27]([C:26]1[CH:30]=[CH:31][C:23]([CH2:22][N+:32]2[CH:37]=[CH:36][CH:35]=[CH:34][CH:33]=2)=[CH:24][CH:25]=1)=[O:28])(=[O:19])[NH2:20]. (4) Given the reactants [CH2:1]([S:8]([NH:11][C@H:12]1[CH2:17][CH2:16][C@H:15]([C:18]([O:27][Si:28]([CH2:33][CH3:34])([CH2:31][CH3:32])[CH2:29][CH3:30])([C:23]([F:26])([F:25])[F:24])[C:19]([F:22])([F:21])[F:20])[CH2:14][CH2:13]1)(=[O:10])=[O:9])[C:2]1[CH:7]=[CH:6][CH:5]=[CH:4][CH:3]=1.[Li].C[Si]([N-][Si](C)(C)C)(C)C.[F:45][C:46]([F:57])([F:56])[CH2:47]OS(C(F)(F)F)(=O)=O.[NH4+].[Cl-], predict the reaction product. The product is: [CH2:1]([S:8]([N:11]([CH2:47][C:46]([F:57])([F:56])[F:45])[C@H:12]1[CH2:17][CH2:16][C@H:15]([C:18]([O:27][Si:28]([CH2:31][CH3:32])([CH2:33][CH3:34])[CH2:29][CH3:30])([C:23]([F:24])([F:25])[F:26])[C:19]([F:20])([F:21])[F:22])[CH2:14][CH2:13]1)(=[O:10])=[O:9])[C:2]1[CH:3]=[CH:4][CH:5]=[CH:6][CH:7]=1. (5) Given the reactants [F:8][C:7]([F:10])([F:9])[C:6](O[C:6](=[O:11])[C:7]([F:10])([F:9])[F:8])=[O:11].N1C=CC=CC=1.[Br:20][C:21]1[CH:27]=[CH:26][C:24]([NH2:25])=[C:23]([O:28][CH3:29])[CH:22]=1, predict the reaction product. The product is: [Br:20][C:21]1[CH:27]=[CH:26][C:24]([NH:25][C:6](=[O:11])[C:7]([F:8])([F:9])[F:10])=[C:23]([O:28][CH3:29])[CH:22]=1. (6) Given the reactants [F:1][CH:2]([F:15])[O:3][C:4]1[CH:11]=[CH:10][CH:9]=[C:8]([N+:12]([O-])=O)[C:5]=1[C:6]#[N:7].[Sn](Cl)Cl.Cl.[OH-].[Na+], predict the reaction product. The product is: [NH2:12][C:8]1[CH:9]=[CH:10][CH:11]=[C:4]([O:3][CH:2]([F:1])[F:15])[C:5]=1[C:6]#[N:7]. (7) Given the reactants [NH2:1][C:2]1[C:7]2[C:8]([C:11]3[CH:16]=[CH:15][C:14]([NH:17][C:18]([C:20]4[N:21]([CH3:29])[C:22]5[C:27]([CH:28]=4)=[CH:26][CH:25]=[CH:24][CH:23]=5)=[O:19])=[C:13]([O:30][CH3:31])[CH:12]=3)=[CH:9][S:10][C:6]=2[C:5]([CH:32]2[CH2:34][CH:33]2[C:35]([O:37]CC)=[O:36])=[CH:4][N:3]=1.[OH-].[Na+].Cl, predict the reaction product. The product is: [NH2:1][C:2]1[C:7]2[C:8]([C:11]3[CH:16]=[CH:15][C:14]([NH:17][C:18]([C:20]4[N:21]([CH3:29])[C:22]5[C:27]([CH:28]=4)=[CH:26][CH:25]=[CH:24][CH:23]=5)=[O:19])=[C:13]([O:30][CH3:31])[CH:12]=3)=[CH:9][S:10][C:6]=2[C:5]([CH:32]2[CH2:34][CH:33]2[C:35]([OH:37])=[O:36])=[CH:4][N:3]=1. (8) Given the reactants [CH2:1]([O:8][C:9]1[CH:10]=[C:11]([C:15]2[N:16]=[C:17]([C:25]3[CH:26]=[C:27]([CH2:31][OH:32])[CH:28]=[CH:29][CH:30]=3)[N:18]3[CH:23]=[CH:22][N:21]=[C:20](Cl)[C:19]=23)[CH:12]=[CH:13][CH:14]=1)[C:2]1[CH:7]=[CH:6][CH:5]=[CH:4][CH:3]=1.COC(=O)C1C=CC=C(C2N3C=CN=C(Cl)C3=C(C3C=CC=C(OCC4C=CC=CC=4)C=3)[N:43]=2)C=1.[H-].[H-].[H-].[H-].[Li+].[Al+3], predict the reaction product. The product is: [NH2:43][C:20]1[C:19]2[N:18]([C:17]([C:25]3[CH:26]=[C:27]([CH2:31][OH:32])[CH:28]=[CH:29][CH:30]=3)=[N:16][C:15]=2[C:11]2[CH:12]=[CH:13][CH:14]=[C:9]([O:8][CH2:1][C:2]3[CH:7]=[CH:6][CH:5]=[CH:4][CH:3]=3)[CH:10]=2)[CH:23]=[CH:22][N:21]=1. (9) Given the reactants C([O:5][C:6]([C:8]1[CH:13]=[CH:12][C:11]([C:14]2[C:15]([CH3:48])([CH3:47])[C@H:16]3[C@:29]([CH3:32])([CH2:30][CH:31]=2)[C@@H:28]2[C@:19]([CH3:46])([C@@:20]4([CH3:45])[C@H:25]([CH2:26][CH2:27]2)[C@H:24]2[C@H:33]([C:36]([CH2:38][N:39]([CH3:41])[CH3:40])=[CH2:37])[CH2:34][CH2:35][C@:23]2([C:42]([OH:44])=[O:43])[CH2:22][CH2:21]4)[CH2:18][CH2:17]3)=[CH:10][CH:9]=1)=[O:7])(C)(C)C.C(O)(C(F)(F)F)=O, predict the reaction product. The product is: [C:6]([C:8]1[CH:9]=[CH:10][C:11]([C:14]2[C:15]([CH3:48])([CH3:47])[C@H:16]3[C@:29]([CH3:32])([CH2:30][CH:31]=2)[C@@H:28]2[C@:19]([CH3:46])([C@@:20]4([CH3:45])[C@H:25]([CH2:26][CH2:27]2)[C@H:24]2[C@H:33]([C:36]([CH2:38][N:39]([CH3:41])[CH3:40])=[CH2:37])[CH2:34][CH2:35][C@:23]2([C:42]([OH:44])=[O:43])[CH2:22][CH2:21]4)[CH2:18][CH2:17]3)=[CH:12][CH:13]=1)([OH:7])=[O:5].